This data is from Catalyst prediction with 721,799 reactions and 888 catalyst types from USPTO. The task is: Predict which catalyst facilitates the given reaction. (1) Reactant: Cl[C:2]1[CH:11]=[C:10]([C:12]2[CH:17]=[CH:16][C:15]([F:18])=[CH:14][CH:13]=2)[C:9]2[C:4](=[CH:5][C:6]([CH2:19][N:20]3[CH:24]=[C:23]([C@@:25]([OH:32])([CH2:30][CH3:31])[C:26]([F:29])([F:28])[F:27])[N:22]=[N:21]3)=[CH:7][CH:8]=2)[N:3]=1.[F:33][C:34]([F:38])([F:37])[CH2:35][O-:36].[Na+]. Product: [F:27][C:26]([F:29])([F:28])[C@:25]([C:23]1[N:22]=[N:21][N:20]([CH2:19][C:6]2[CH:5]=[C:4]3[C:9]([C:10]([C:12]4[CH:17]=[CH:16][C:15]([F:18])=[CH:14][CH:13]=4)=[CH:11][C:2]([O:36][CH2:35][C:34]([F:38])([F:37])[F:33])=[N:3]3)=[CH:8][CH:7]=2)[CH:24]=1)([OH:32])[CH2:30][CH3:31]. The catalyst class is: 3. (2) Reactant: [C:1]1([CH:7]([C:36]2[CH:41]=[CH:40][CH:39]=[CH:38][CH:37]=2)[CH2:8][NH:9][C:10]2[C:19]3[C:14](=[CH:15][CH:16]=[CH:17][CH:18]=3)[N:13]=[C:12]([C:20]3[C:28]4[C:23](=[CH:24][CH:25]=[CH:26][CH:27]=4)[N:22](C(OC(C)(C)C)=O)[CH:21]=3)[N:11]=2)[CH:6]=[CH:5][CH:4]=[CH:3][CH:2]=1. Product: [C:36]1([CH:7]([C:1]2[CH:6]=[CH:5][CH:4]=[CH:3][CH:2]=2)[CH2:8][NH:9][C:10]2[C:19]3[C:14](=[CH:15][CH:16]=[CH:17][CH:18]=3)[N:13]=[C:12]([C:20]3[C:28]4[C:23](=[CH:24][CH:25]=[CH:26][CH:27]=4)[NH:22][CH:21]=3)[N:11]=2)[CH:37]=[CH:38][CH:39]=[CH:40][CH:41]=1. The catalyst class is: 137. (3) The catalyst class is: 4. Reactant: [CH:1]1([NH:6][C:7]2[N:12]3[N:13]=[C:14]([C:28]4[CH:33]=[CH:32][C:31]([F:34])=[CH:30][CH:29]=4)[C:15]([C:16]4[CH:21]=[CH:20][N:19]=[C:18]([NH:22][CH:23]5[CH2:27][CH2:26][CH2:25][CH2:24]5)[N:17]=4)=[C:11]3[CH:10]=[CH:9][C:8]=2[C:35](OCC)=[O:36])[CH2:5][CH2:4][CH2:3][CH2:2]1.[H-].C([Al+]CC(C)C)C(C)C.CCOCC.[C@H](O)(C([O-])=O)[C@@H](O)C([O-])=O.[Na+].[K+]. Product: [CH:1]1([NH:6][C:7]2[N:12]3[N:13]=[C:14]([C:28]4[CH:29]=[CH:30][C:31]([F:34])=[CH:32][CH:33]=4)[C:15]([C:16]4[CH:21]=[CH:20][N:19]=[C:18]([NH:22][CH:23]5[CH2:24][CH2:25][CH2:26][CH2:27]5)[N:17]=4)=[C:11]3[CH:10]=[CH:9][C:8]=2[CH2:35][OH:36])[CH2:2][CH2:3][CH2:4][CH2:5]1. (4) Reactant: [ClH:1].[F:2][C:3]1[CH:8]=[C:7]([F:9])[CH:6]=[CH:5][C:4]=1[C:10]1[N:11]=[C:12]([N:15]2[CH2:20][CH2:19][N:18](C(OC(C)(C)C)=O)[CH2:17][CH2:16]2)[S:13][CH:14]=1.CCCCCC. Product: [ClH:1].[F:2][C:3]1[CH:8]=[C:7]([F:9])[CH:6]=[CH:5][C:4]=1[C:10]1[N:11]=[C:12]([N:15]2[CH2:16][CH2:17][NH:18][CH2:19][CH2:20]2)[S:13][CH:14]=1. The catalyst class is: 13. (5) Reactant: [CH2:1]([C:3]1[N:7]([C:8]2[N:9]=[C:10]([N:24]3[CH2:29][CH2:28][O:27][CH2:26][CH2:25]3)[C:11]3[N:16]=[C:15]([CH2:17][CH:18]4[CH2:23][CH2:22][NH:21][CH2:20][CH2:19]4)[S:14][C:12]=3[N:13]=2)[C:6]2[CH:30]=[CH:31][CH:32]=[CH:33][C:5]=2[N:4]=1)[CH3:2].Cl[C:35]([C:37]([O:40][C:41](=[O:43])[CH3:42])([CH3:39])[CH3:38])=[O:36].CCN(CC)CC. Product: [CH2:1]([C:3]1[N:7]([C:8]2[N:9]=[C:10]([N:24]3[CH2:25][CH2:26][O:27][CH2:28][CH2:29]3)[C:11]3[N:16]=[C:15]([CH2:17][CH:18]4[CH2:19][CH2:20][N:21]([C:35](=[O:36])[C:37]([O:40][C:41](=[O:43])[CH3:42])([CH3:39])[CH3:38])[CH2:22][CH2:23]4)[S:14][C:12]=3[N:13]=2)[C:6]2[CH:30]=[CH:31][CH:32]=[CH:33][C:5]=2[N:4]=1)[CH3:2]. The catalyst class is: 2. (6) Reactant: [Si]([O:8][CH2:9][CH2:10][O:11][C:12]1[CH:17]=[CH:16][C:15]([N:18]2[CH2:22][CH:21]=[C:20]([O:23][C:24]3[CH:29]=[CH:28][C:27]([CH:30]4[CH2:32][CH2:31]4)=[CH:26][CH:25]=3)[C:19]2=[O:33])=[CH:14][C:13]=1[O:34][CH:35]([F:37])[F:36])(C(C)(C)C)(C)C.Cl. Product: [CH:30]1([C:27]2[CH:28]=[CH:29][C:24]([O:23][C:20]3[C:19](=[O:33])[N:18]([C:15]4[CH:16]=[CH:17][C:12]([O:11][CH2:10][CH2:9][OH:8])=[C:13]([O:34][CH:35]([F:36])[F:37])[CH:14]=4)[CH2:22][CH:21]=3)=[CH:25][CH:26]=2)[CH2:31][CH2:32]1. The catalyst class is: 7.